Dataset: Human Reference Interactome with 51,813 positive PPI pairs across 8,248 proteins, plus equal number of experimentally-validated negative pairs. Task: Binary Classification. Given two protein amino acid sequences, predict whether they physically interact or not. (1) Protein 1 (ENSG00000122490) has sequence MEAEGLDWLLVPLHQLVSWGAAAAMVFGGVVPYVPQYRDIRRTQNADGFSTYVCLVLLVANILRILFWFGRRFESPLLWQSAIMILTMLLMLKLCTEVRVANELNARRRSFTDFDPHHFWQWSSFSDYVQCVLAFTGVAGYITYLSIDSALFVETLGFLAVLTEAMLGVPQLYRNHRHQSTEGMSIKMVLMWTSGDAFKTAYFLLKGAPLQFSVCGLLQVLVDLAILGQAYAFARHPQKPAPHAVHPTGTKAL*XRDIRRTQNADGFSTYVCLVLLVANILRILFCLSVRADWKVSAALP.... Protein 2 (ENSG00000197565) has sequence MHPGLWLLLVTLCLTEELAAAGEKSYGKPCGGQDCSGSCQCFPEKGARGRPGPIGIQGPTGPQGFTGSTGLSGLKGERGFPGLLGPYGPKGDKGPMGVPGFLGINGIPGHPGQPGPRGPPGLDGCNGTQGAVGFPGPDGYPGLLGPPGLPGQKGSKGDPVLAPGSFKGMKGDPGLPGLDGITGPQGAPGFPGAVGPAGPPGLQGPPGPPGPLGPDGNMGLGFQGEKGVKGDVGLPGPAGPPPSTGELEFMGFPKGKKGSKGEPGPKGFPGISGPPGFPGLGTTGEKGEKGEKGIPGLPGP.... Result: 0 (the proteins do not interact). (2) Protein 1 (ENSG00000139192) has sequence MGTQEGWCLLLCLALSGAAETKPHPAEGQWRAVDVVLDCFLAKDGAHRGALASSEDRARASLVLKQVPVLDDGSLEDFTDFQGGTLAQDDPPIIFEASVDLVQIPQAEALLHADCSGKEVTCEISRYFLQMTETTVKTAAWFMANMQVSGGGPSISLVMKTPRVTKNEALWHPTLNLPLSPQGTVRTAVEFQVMTQTQSLSFLLGSSASLDCGFSMAPGLDLISVEWRLQHKGRGQLVYSWTAGQGQAVRKGATLEPAQLGMARDASLTLPGLTIQDEGTYICQITTSLYRAQQIIQLNI.... Protein 2 (ENSG00000102871) has sequence MAAGQNGHEEWVGSAYLFVESSLDKVVLSDAYAHPQQKVAVYRALQAALAESGGSPDVLQMLKIHRSDPQLIVQLRFCGRQPCGRFLRAYREGALRAALQRSLAAALAQHSVPLQLELRAGAERLDALLADEERCLSCILAQQPDRLRDEELAELEDALRNLKCGSGARGGDGEVASAPLQPPVPSLSEVKPPPPPPPAQTFLFQGQPVVNRPLSLKDQQTFARSVGLKWRKVGRSLQRGCRALRDPALDSLAYEYEREGLYEQAFQLLRRFVQAEGRRATLQRLVEALEENELTSLAED.... Result: 0 (the proteins do not interact).